Dataset: Full USPTO retrosynthesis dataset with 1.9M reactions from patents (1976-2016). Task: Predict the reactants needed to synthesize the given product. (1) Given the product [C:41]([N:44]1[CH2:49][CH2:48][N:47]([C:16]2[N:17]=[C:18]([C:19]3[CH:24]=[CH:23][CH:22]=[CH:21][C:20]=3[O:25][CH3:26])[C:9]3[C:8](=[O:31])[N:7]([CH2:6][C:5]4[CH:4]=[C:3]([C:2]([F:40])([F:1])[F:39])[CH:34]=[C:33]([C:35]([F:36])([F:38])[F:37])[CH:32]=4)[CH2:14][CH2:13][CH2:12][NH:11][C:10]=3[N:15]=2)[CH2:46][CH2:45]1)(=[O:43])[CH3:42], predict the reactants needed to synthesize it. The reactants are: [F:1][C:2]([F:40])([F:39])[C:3]1[CH:4]=[C:5]([CH:32]=[C:33]([C:35]([F:38])([F:37])[F:36])[CH:34]=1)[CH2:6][N:7]1[CH2:14][CH2:13][CH2:12][NH:11][C:10]2[N:15]=[C:16](S(C)(=O)=O)[N:17]=[C:18]([C:19]3[CH:24]=[CH:23][CH:22]=[CH:21][C:20]=3[O:25][CH3:26])[C:9]=2[C:8]1=[O:31].[C:41]([N:44]1[CH2:49][CH2:48][NH:47][CH2:46][CH2:45]1)(=[O:43])[CH3:42]. (2) Given the product [OH:13][CH2:12][C:10]1[CH:9]=[CH:8][C:7]2[CH2:1][CH2:2][N:3]([C:16]([O:18][C:19]([CH3:20])([CH3:21])[CH3:22])=[O:17])[CH2:4][CH2:5][C:6]=2[CH:11]=1, predict the reactants needed to synthesize it. The reactants are: [CH2:1]1[C:7]2[CH:8]=[CH:9][C:10]([C:12](OC)=[O:13])=[CH:11][C:6]=2[CH2:5][CH2:4][N:3]([C:16]([O:18][C:19]([CH3:22])([CH3:21])[CH3:20])=[O:17])[CH2:2]1.[H-].[Al+3].[Li+].[H-].[H-].[H-]. (3) Given the product [CH3:29][O:28][C:25]1[CH:24]=[C:23]([O:30][CH3:31])[C:22]([O:21][CH3:20])=[CH:27][C:26]=1/[N:15]=[N:14]/[C:11]1[CH:12]=[CH:13][C:8]([S:7]([F:16])([F:17])([F:18])([F:19])[F:6])=[CH:9][CH:10]=1, predict the reactants needed to synthesize it. The reactants are: F[B-](F)(F)F.[F:6][S:7]([F:19])([F:18])([F:17])([F:16])[C:8]1[CH:13]=[CH:12][C:11]([N+:14]#[N:15])=[CH:10][CH:9]=1.[CH3:20][O:21][C:22]1[CH:27]=[CH:26][C:25]([O:28][CH3:29])=[CH:24][C:23]=1[O:30][CH3:31].